From a dataset of Forward reaction prediction with 1.9M reactions from USPTO patents (1976-2016). Predict the product of the given reaction. (1) Given the reactants C(OC(=O)[NH:7][CH:8]1[CH2:13][CH2:12][N:11]([C:14]2[C:19]([C:20]#[C:21][C:22]3[CH:23]=[N:24][C:25]([NH2:28])=[CH:26][CH:27]=3)=[C:18]([CH3:29])[N:17]=[C:16]([NH2:30])[N:15]=2)[CH2:10][CH2:9]1)(C)(C)C.C(O)(C(F)(F)F)=O.C([O-])([O-])=O.[Na+].[Na+], predict the reaction product. The product is: [NH2:7][CH:8]1[CH2:9][CH2:10][N:11]([C:14]2[C:19]([C:20]#[C:21][C:22]3[CH:23]=[N:24][C:25]([NH2:28])=[CH:26][CH:27]=3)=[C:18]([CH3:29])[N:17]=[C:16]([NH2:30])[N:15]=2)[CH2:12][CH2:13]1. (2) The product is: [OH:11][C:4]1[CH:3]=[C:2]([I:20])[CH:10]=[CH:9][C:5]=1[C:6]([OH:8])=[O:7]. Given the reactants N[C:2]1[CH:3]=[C:4]([OH:11])[C:5](=[CH:9][CH:10]=1)[C:6]([OH:8])=[O:7].C(O)(=O)C.N([O-])=O.[Na+].[I-:20].[K+], predict the reaction product. (3) Given the reactants Br[C:2]1[CH:7]=[CH:6][CH:5]=[CH:4][N:3]=1.[CH2:8]([C:12]1[O:13][C:14]2[C:20]([CH:21]([CH3:23])[CH3:22])=[CH:19][CH:18]=[CH:17][C:15]=2[N:16]=1)[CH2:9][C:10]#[CH:11], predict the reaction product. The product is: [CH:21]([C:20]1[C:14]2[O:13][C:12]([CH2:8][CH2:9][C:10]#[C:11][C:2]3[CH:7]=[CH:6][CH:5]=[CH:4][N:3]=3)=[N:16][C:15]=2[CH:17]=[CH:18][CH:19]=1)([CH3:23])[CH3:22]. (4) Given the reactants [F-].C([N+](CCCC)(CCCC)CCCC)CCC.[Si]([O:36][CH2:37][C@H:38]1[CH2:42][CH2:41][S:40](=[O:44])(=[O:43])[N:39]1[CH2:45][CH2:46][CH2:47][C:48]1[S:52][C:51]([C:53]([O:55][CH3:56])=[O:54])=[CH:50][CH:49]=1)(C(C)(C)C)(C1C=CC=CC=1)C1C=CC=CC=1, predict the reaction product. The product is: [OH:36][CH2:37][C@H:38]1[CH2:42][CH2:41][S:40](=[O:43])(=[O:44])[N:39]1[CH2:45][CH2:46][CH2:47][C:48]1[S:52][C:51]([C:53]([O:55][CH3:56])=[O:54])=[CH:50][CH:49]=1. (5) Given the reactants Cl.[C:2]([NH2:10])(=[NH:9])[C:3]1[CH:8]=[CH:7][CH:6]=[CH:5][CH:4]=1.C([O:13][CH:14]=[C:15]([C:21](OCC)=O)[C:16]([O:18][CH2:19][CH3:20])=[O:17])C.[O-]CC.[Na+].Cl, predict the reaction product. The product is: [OH:13][C:14]1[C:15]([C:16]([O:18][CH2:19][CH3:20])=[O:17])=[CH:21][N:10]=[C:2]([C:3]2[CH:8]=[CH:7][CH:6]=[CH:5][CH:4]=2)[N:9]=1. (6) Given the reactants [O:1]=[C:2]([CH3:13])[C@@H:3]([NH:5][C:6](=[O:12])[O:7][C:8]([CH3:11])([CH3:10])[CH3:9])[CH3:4].[BH4-].[Na+], predict the reaction product. The product is: [OH:1][CH:2]([CH3:13])[C@@H:3]([NH:5][C:6](=[O:12])[O:7][C:8]([CH3:11])([CH3:10])[CH3:9])[CH3:4]. (7) Given the reactants [NH2:1][C:2]1[CH:7]=[CH:6][C:5]([CH:8]([CH2:17][CH:18]2[CH2:22][CH2:21][CH2:20][CH2:19]2)[C:9]([NH:11][C:12]2[S:13][CH:14]=[CH:15][N:16]=2)=[O:10])=[CH:4][CH:3]=1.[F:23][C:24]([F:31])([F:30])[CH2:25][S:26](Cl)(=[O:28])=[O:27], predict the reaction product. The product is: [CH:18]1([CH2:17][CH:8]([C:5]2[CH:4]=[CH:3][C:2]([NH:1][S:26]([CH2:25][C:24]([F:31])([F:30])[F:23])(=[O:28])=[O:27])=[CH:7][CH:6]=2)[C:9]([NH:11][C:12]2[S:13][CH:14]=[CH:15][N:16]=2)=[O:10])[CH2:22][CH2:21][CH2:20][CH2:19]1.